From a dataset of NCI-60 drug combinations with 297,098 pairs across 59 cell lines. Regression. Given two drug SMILES strings and cell line genomic features, predict the synergy score measuring deviation from expected non-interaction effect. (1) Drug 1: C1=CC(=CC=C1CCCC(=O)O)N(CCCl)CCCl. Drug 2: CN(CCCl)CCCl.Cl. Cell line: OVCAR-4. Synergy scores: CSS=-2.25, Synergy_ZIP=0.000865, Synergy_Bliss=-0.291, Synergy_Loewe=-5.30, Synergy_HSA=-2.91. (2) Drug 1: CCC1=CC2CC(C3=C(CN(C2)C1)C4=CC=CC=C4N3)(C5=C(C=C6C(=C5)C78CCN9C7C(C=CC9)(C(C(C8N6C)(C(=O)OC)O)OC(=O)C)CC)OC)C(=O)OC.C(C(C(=O)O)O)(C(=O)O)O. Drug 2: CC(C)CN1C=NC2=C1C3=CC=CC=C3N=C2N. Cell line: HCC-2998. Synergy scores: CSS=59.0, Synergy_ZIP=-0.522, Synergy_Bliss=-1.39, Synergy_Loewe=-20.6, Synergy_HSA=-3.75. (3) Drug 1: CC(C)NC(=O)C1=CC=C(C=C1)CNNC.Cl. Drug 2: CC1C(C(CC(O1)OC2CC(CC3=C2C(=C4C(=C3O)C(=O)C5=C(C4=O)C(=CC=C5)OC)O)(C(=O)CO)O)N)O.Cl. Cell line: KM12. Synergy scores: CSS=35.0, Synergy_ZIP=-0.554, Synergy_Bliss=-1.72, Synergy_Loewe=-5.23, Synergy_HSA=1.17. (4) Drug 1: CCC1=C2CN3C(=CC4=C(C3=O)COC(=O)C4(CC)O)C2=NC5=C1C=C(C=C5)O. Drug 2: C1CN(CCN1C(=O)CCBr)C(=O)CCBr. Cell line: HT29. Synergy scores: CSS=30.5, Synergy_ZIP=-4.99, Synergy_Bliss=0.979, Synergy_Loewe=-20.0, Synergy_HSA=3.56. (5) Drug 2: CC1=CC=C(C=C1)C2=CC(=NN2C3=CC=C(C=C3)S(=O)(=O)N)C(F)(F)F. Cell line: NCI-H460. Synergy scores: CSS=-3.67, Synergy_ZIP=-0.771, Synergy_Bliss=-3.16, Synergy_Loewe=-7.24, Synergy_HSA=-5.23. Drug 1: CNC(=O)C1=CC=CC=C1SC2=CC3=C(C=C2)C(=NN3)C=CC4=CC=CC=N4.